This data is from Reaction yield outcomes from USPTO patents with 853,638 reactions. The task is: Predict the reaction yield, written as a fraction of the theoretical maximum amount of product (1.0 means a 100% yield; for example, 0.34 means a 34% yield). (1) The reactants are [N+:1]([C:4]1[CH:9]=[CH:8][N:7]=[CH:6][C:5]=1[N:10]1[CH2:15][CH2:14][CH2:13][CH:12]([NH:16][C:17](=[O:23])[O:18][C:19]([CH3:22])([CH3:21])[CH3:20])[CH2:11]1)([O-])=O. The catalyst is C(O)C.C(OCC)(=O)C. The product is [NH2:1][C:4]1[CH:9]=[CH:8][N:7]=[CH:6][C:5]=1[N:10]1[CH2:15][CH2:14][CH2:13][CH:12]([NH:16][C:17](=[O:23])[O:18][C:19]([CH3:21])([CH3:20])[CH3:22])[CH2:11]1. The yield is 0.790. (2) The reactants are [F:1][CH:2]([F:16])[C:3]1[N:7]2[CH:8]=[C:9]([N+:13]([O-])=O)[CH:10]=[C:11]([CH3:12])[C:6]2=[N:5][N:4]=1. The catalyst is CO.[Pd]. The product is [F:16][CH:2]([F:1])[C:3]1[N:7]2[CH:8]=[C:9]([NH2:13])[CH:10]=[C:11]([CH3:12])[C:6]2=[N:5][N:4]=1. The yield is 0.490. (3) The reactants are [N+:1]([C:4]1[CH:23]=[CH:22][C:7]([CH2:8][CH:9]([C:16]([O:18][CH:19]([CH3:21])[CH3:20])=[O:17])[C:10]([O:12][CH:13]([CH3:15])[CH3:14])=[O:11])=[CH:6][CH:5]=1)([O-:3])=[O:2].[H-].[Na+].I[CH3:27]. The catalyst is CN(C=O)C.O. The product is [CH3:27][C:9]([CH2:8][C:7]1[CH:6]=[CH:5][C:4]([N+:1]([O-:3])=[O:2])=[CH:23][CH:22]=1)([C:16]([O:18][CH:19]([CH3:21])[CH3:20])=[O:17])[C:10]([O:12][CH:13]([CH3:15])[CH3:14])=[O:11]. The yield is 0.860. (4) The reactants are [C:1]1([N:7]2[C:15]3[CH2:14][CH2:13][CH2:12][C:11](=[CH:16][C:17]([O:19][CH2:20][CH3:21])=[O:18])[C:10]=3[CH:9]=[N:8]2)[CH:6]=[CH:5][CH:4]=[CH:3][CH:2]=1. The catalyst is CCO.[Pd]. The product is [C:1]1([N:7]2[C:15]3[CH2:14][CH2:13][CH2:12][CH:11]([CH2:16][C:17]([O:19][CH2:20][CH3:21])=[O:18])[C:10]=3[CH:9]=[N:8]2)[CH:2]=[CH:3][CH:4]=[CH:5][CH:6]=1. The yield is 0.990. (5) The reactants are [OH:1][C:2]1[C:6]([CH3:8])([CH3:7])[O:5][C:4](=[O:9])[CH:3]=1.C(N(CC)CC)C.[O:17](S(C(F)(F)F)(=O)=O)[S:18]([C:21]([F:24])([F:23])[F:22])(=O)=[O:19]. The catalyst is C(Cl)Cl. The product is [F:22][C:21]([F:24])([F:23])[S:18]([O:1][C:2]1[C:6]([CH3:8])([CH3:7])[O:5][C:4](=[O:9])[CH:3]=1)(=[O:19])=[O:17]. The yield is 0.890. (6) The reactants are [F:1][C:2]1[CH:32]=[CH:31][C:5]([CH2:6][N:7]2[C:11]3[C:12](=[O:26])[N:13]([CH3:25])[C:14]([CH2:23][OH:24])=[C:15]([C:16]4[CH:21]=[CH:20][C:19]([CH3:22])=[CH:18][CH:17]=4)[C:10]=3[C:9]3[CH2:27][O:28][CH2:29][CH2:30][C:8]2=3)=[CH:4][CH:3]=1.C([O-])(O)=O.[Na+]. The catalyst is ClCCl. The product is [F:1][C:2]1[CH:3]=[CH:4][C:5]([CH2:6][N:7]2[C:11]3[C:12](=[O:26])[N:13]([CH3:25])[C:14]([CH:23]=[O:24])=[C:15]([C:16]4[CH:17]=[CH:18][C:19]([CH3:22])=[CH:20][CH:21]=4)[C:10]=3[C:9]3[CH2:27][O:28][CH2:29][CH2:30][C:8]2=3)=[CH:31][CH:32]=1. The yield is 0.453. (7) The reactants are Cl[C:2]1[N:7]=[N:6][C:5]2[S:8][CH2:9][CH2:10][O:11][C:4]=2[CH:3]=1.C(=O)([O-])[O-].[K+].[K+].B1(C=C)OB([CH:24]=[CH2:25])OB(C=C)O1.C1C=CN=CC=1.O. The catalyst is C(COC)OC.C1C=CC([P]([Pd]([P](C2C=CC=CC=2)(C2C=CC=CC=2)C2C=CC=CC=2)([P](C2C=CC=CC=2)(C2C=CC=CC=2)C2C=CC=CC=2)[P](C2C=CC=CC=2)(C2C=CC=CC=2)C2C=CC=CC=2)(C2C=CC=CC=2)C2C=CC=CC=2)=CC=1. The product is [CH:24]([C:2]1[N:7]=[N:6][C:5]2[S:8][CH2:9][CH2:10][O:11][C:4]=2[CH:3]=1)=[CH2:25]. The yield is 0.460.